From a dataset of Peptide-MHC class II binding affinity with 134,281 pairs from IEDB. Regression. Given a peptide amino acid sequence and an MHC pseudo amino acid sequence, predict their binding affinity value. This is MHC class II binding data. (1) The peptide sequence is RNEWILESDHLIAEM. The MHC is H-2-IAb with pseudo-sequence H-2-IAb. The binding affinity (normalized) is 0.0457. (2) The peptide sequence is EKKYFAATQYEPLAA. The MHC is HLA-DQA10101-DQB10501 with pseudo-sequence HLA-DQA10101-DQB10501. The binding affinity (normalized) is 0.299. (3) The peptide sequence is YTIDCDGSILGAAVND. The MHC is DRB1_0701 with pseudo-sequence DRB1_0701. The binding affinity (normalized) is 0.330. (4) The peptide sequence is GELQHVDKIDAAFKI. The MHC is DRB1_1302 with pseudo-sequence DRB1_1302. The binding affinity (normalized) is 0.598.